This data is from Reaction yield outcomes from USPTO patents with 853,638 reactions. The task is: Predict the reaction yield, written as a fraction of the theoretical maximum amount of product (1.0 means a 100% yield; for example, 0.34 means a 34% yield). (1) The reactants are [CH3:1][O:2][C:3]([C:5]1[S:6][C:7]([C:22]2[CH2:27][CH2:26][C:25]([CH3:29])([CH3:28])[CH2:24][CH:23]=2)=[CH:8][C:9]=1[NH:10][CH:11]1[CH2:16][CH2:15][CH:14]([N:17]2[CH:21]=[N:20][CH:19]=[N:18]2)[CH2:13][CH2:12]1)=[O:4].[CH3:30][C@H:31]1[CH2:36][CH2:35][C@H:34]([C:37](Cl)=[O:38])[CH2:33][CH2:32]1. No catalyst specified. The product is [CH3:1][O:2][C:3]([C:5]1[S:6][C:7]([C:22]2[CH2:27][CH2:26][C:25]([CH3:29])([CH3:28])[CH2:24][CH:23]=2)=[CH:8][C:9]=1[N:10]([C:37]([C@H:34]1[CH2:35][CH2:36][C@H:31]([CH3:30])[CH2:32][CH2:33]1)=[O:38])[CH:11]1[CH2:16][CH2:15][CH:14]([N:17]2[CH:21]=[N:20][CH:19]=[N:18]2)[CH2:13][CH2:12]1)=[O:4]. The yield is 0.600. (2) The reactants are [F:1][C:2]1[CH:7]=[CH:6][C:5]([C:8]2[O:9][C:10]3[CH:21]=[CH:20][C:19]([C:22]4[CH:27]=[CH:26][CH:25]=[C:24]([C:28](=[O:39])[NH:29][C:30]([C:33]5[CH:38]=[CH:37][CH:36]=[CH:35][CH:34]=5)([CH3:32])[CH3:31])[CH:23]=4)=[C:18]([N+:40]([O-:42])=[O:41])[C:11]=3[C:12]=2[C:13]([O:15]CC)=O)=[CH:4][CH:3]=1.[OH-].[Na+].C(Cl)CCl.FC1C=CC(C2OC3C=CC(C4C=CC=C([C:74](=O)[NH:75]C(C5C=CC=CC=5)(C)C)C=4)=C([N+]([O-])=O)C=3C=2C(O)=O)=CC=1.CN.ON1C2N=CC=CC=2N=N1.CCN(C(C)C)C(C)C. The catalyst is CCO.CCOC(C)=O.C(Cl)Cl. The product is [F:1][C:2]1[CH:7]=[CH:6][C:5]([C:8]2[O:9][C:10]3[CH:21]=[CH:20][C:19]([C:22]4[CH:27]=[CH:26][CH:25]=[C:24]([C:28](=[O:39])[NH:29][C:30]([C:33]5[CH:34]=[CH:35][CH:36]=[CH:37][CH:38]=5)([CH3:32])[CH3:31])[CH:23]=4)=[C:18]([N+:40]([O-:42])=[O:41])[C:11]=3[C:12]=2[C:13]([NH:75][CH3:74])=[O:15])=[CH:4][CH:3]=1. The yield is 0.950. (3) The reactants are FC1C=CC(CNC)=CC=1.[F:11][CH:12]([F:23])[O:13][C:14]1[CH:22]=[CH:21][C:17]([CH2:18][NH:19][CH3:20])=[CH:16][CH:15]=1.[F:24][C:25]1[CH:47]=[CH:46][C:28]([CH2:29][NH:30][C:31]([C:33]2[S:37][C:36]([C:38]3[CH:43]=[N:42][CH:41]=[C:40](I)[N:39]=3)=[N:35][C:34]=2[CH3:45])=[O:32])=[CH:27][CH:26]=1. No catalyst specified. The product is [F:24][C:25]1[CH:47]=[CH:46][C:28]([CH2:29][NH:30][C:31]([C:33]2[S:37][C:36]([C:38]3[CH:43]=[N:42][CH:41]=[C:40]([N:19]([CH2:18][C:17]4[CH:16]=[CH:15][C:14]([O:13][CH:12]([F:11])[F:23])=[CH:22][CH:21]=4)[CH3:20])[N:39]=3)=[N:35][C:34]=2[CH3:45])=[O:32])=[CH:27][CH:26]=1. The yield is 0.800.